This data is from Full USPTO retrosynthesis dataset with 1.9M reactions from patents (1976-2016). The task is: Predict the reactants needed to synthesize the given product. (1) Given the product [Cl:12][C:13]1[CH:14]=[C:15]([C:22]2[C:27]3[N:28]([CH2:40][C@H:41]4[CH2:46][CH2:45][C@H:44]([CH3:47])[CH2:43][CH2:42]4)[C:29]([N:31]4[CH2:36][CH2:35][O:34][C@@H:33]5[CH2:37][CH2:38][CH2:39][C@@H:32]45)=[N:30][C:26]=3[CH:25]=[C:24]([C:7]#[N:9])[N:23]=2)[C:16]([N:19]([CH3:20])[CH3:21])=[N:17][CH:18]=1, predict the reactants needed to synthesize it. The reactants are: OS(O)(=O)=O.C[C:7]([N:9](C)C)=O.[Cl:12][C:13]1[CH:14]=[C:15]([C:22]2[C:27]3[N:28]([CH2:40][C@H:41]4[CH2:46][CH2:45][C@H:44]([CH3:47])[CH2:43][CH2:42]4)[C:29]([N:31]4[CH2:36][CH2:35][O:34][C@@H:33]5[CH2:37][CH2:38][CH2:39][C@@H:32]45)=[N:30][C:26]=3[CH:25]=[C:24](Cl)[N:23]=2)[C:16]([N:19]([CH3:21])[CH3:20])=[N:17][CH:18]=1. (2) Given the product [CH3:1][O:2][C:3]1[CH:10]=[C:9]([O:11][CH3:12])[CH:8]=[C:7]([O:13][CH3:14])[C:4]=1/[CH:5]=[CH:18]/[S:19]([CH2:22][S:23](/[CH:26]=[CH:27]/[C:4]1[C:7]([O:13][CH3:14])=[CH:8][C:9]([O:11][CH3:12])=[CH:10][C:3]=1[O:2][CH3:1])(=[O:24])=[O:25])(=[O:20])=[O:21], predict the reactants needed to synthesize it. The reactants are: [CH3:1][O:2][C:3]1[CH:10]=[C:9]([O:11][CH3:12])[CH:8]=[C:7]([O:13][CH3:14])[C:4]=1[CH:5]=O.C([CH2:18][S:19]([CH2:22][S:23]([CH2:26][C:27](O)=O)(=[O:25])=[O:24])(=[O:21])=[O:20])(O)=O. (3) The reactants are: [N+:1]([C:4]1[CH:5]=[C:6]2[C:11](=[CH:12][CH:13]=1)[N:10]=[C:9](Cl)[N:8]=[C:7]2Cl)([O-:3])=[O:2].[NH2:16][C:17]1[CH:24]=[CH:23][C:20]([CH2:21][NH2:22])=[CH:19][CH:18]=1.[Cl:25][C:26]1[CH:34]=[CH:33][C:29]([C:30](Cl)=[O:31])=[CH:28][N:27]=1.[CH3:35][NH2:36]. Given the product [Cl:25][C:26]1[CH:34]=[CH:33][C:29]([C:30]([NH:16][C:17]2[CH:24]=[CH:23][C:20]([CH2:21][NH:22][C:7]3[C:6]4[C:11](=[CH:12][CH:13]=[C:4]([N+:1]([O-:3])=[O:2])[CH:5]=4)[N:10]=[C:9]([NH:36][CH3:35])[N:8]=3)=[CH:19][CH:18]=2)=[O:31])=[CH:28][N:27]=1, predict the reactants needed to synthesize it. (4) Given the product [N:1]1([CH:11]2[C:16]3[CH:21]=[CH:20][CH:19]=[CH:18][C:17]=3[O:15][CH:12]2[CH2:13][OH:14])[C:10]2[C:5](=[CH:6][CH:7]=[CH:8][CH:9]=2)[CH2:4][CH2:3][CH2:2]1, predict the reactants needed to synthesize it. The reactants are: [N:1]1([CH:11]([C:16]2[CH:21]=[CH:20][CH:19]=[CH:18][C:17]=2F)[CH:12]([OH:15])[CH2:13][OH:14])[C:10]2[C:5](=[CH:6][CH:7]=[CH:8][CH:9]=2)[CH2:4][CH2:3][CH2:2]1.CC(C)([O-])C.[K+]. (5) Given the product [C:1]([O:5][C:6](=[O:25])[NH:7][C@H:8]([C:14]([N:16]1[CH2:17][C:18]([F:23])([F:24])[C:19]([F:21])([F:22])[CH2:20]1)=[O:15])[CH2:9][CH2:10][CH2:11][CH2:12][N:13]=[C:27]=[O:29])([CH3:4])([CH3:2])[CH3:3], predict the reactants needed to synthesize it. The reactants are: [C:1]([O:5][C:6](=[O:25])[NH:7][C@H:8]([C:14]([N:16]1[CH2:20][C:19]([F:22])([F:21])[C:18]([F:24])([F:23])[CH2:17]1)=[O:15])[CH2:9][CH2:10][CH2:11][CH2:12][NH2:13])([CH3:4])([CH3:3])[CH3:2].Cl[C:27](Cl)([O:29]C(=O)OC(Cl)(Cl)Cl)Cl.